From a dataset of Forward reaction prediction with 1.9M reactions from USPTO patents (1976-2016). Predict the product of the given reaction. (1) Given the reactants [CH3:1][O:2][C:3]1[CH:13]=[CH:12][C:6]([CH:7]=[CH:8][C:9]([OH:11])=[O:10])=[CH:5][CH:4]=1.S(=O)(=O)(O)O.[CH3:19]O, predict the reaction product. The product is: [CH3:1][O:2][C:3]1[CH:13]=[CH:12][C:6](/[CH:7]=[CH:8]/[C:9]([O:11][CH3:19])=[O:10])=[CH:5][CH:4]=1. (2) Given the reactants [OH:1][CH:2]1[CH2:7][CH2:6][NH:5][CH2:4][CH2:3]1.C(O[C:13]([N:15]([C@H:17]([CH2:21][C:22]1[CH:27]=[CH:26][CH:25]=[CH:24][CH:23]=1)[C:18]([OH:20])=O)[CH3:16])=[O:14])(C)(C)C.C(O[C:33]([N:35]([C@H:37]([CH2:41][C:42]1[CH:47]=[CH:46][C:45]([C:48]2[CH:53]=[CH:52][CH:51]=[CH:50][CH:49]=2)=[CH:44][CH:43]=1)C(O)=O)C)=O)(C)(C)C.C(OC([NH:61][C:62]([CH3:71])([CH3:70])[CH2:63]/[C:64](/[CH3:69])=[CH:65]/[C:66]([OH:68])=O)=O)(C)(C)C, predict the reaction product. The product is: [CH2:21]([C@@H:17]([N:15]([CH3:16])[C:13]([C@H:37]([N:35]([CH3:33])[C:66](=[O:68])/[CH:65]=[C:64](\[CH3:69])/[CH2:63][C:62]([NH2:61])([CH3:70])[CH3:71])[CH2:41][C:42]1[CH:47]=[CH:46][C:45]([C:48]2[CH:49]=[CH:50][CH:51]=[CH:52][CH:53]=2)=[CH:44][CH:43]=1)=[O:14])[C:18]([N:5]1[CH2:6][CH2:7][CH:2]([OH:1])[CH2:3][CH2:4]1)=[O:20])[C:22]1[CH:23]=[CH:24][CH:25]=[CH:26][CH:27]=1. (3) Given the reactants [Br:1][C:2]1[CH:7]=[C:6]([F:8])[C:5]([CH2:9][C:10]([NH2:12])=[O:11])=[C:4]([F:13])[CH:3]=1.[Br:14]N1C(=O)CCC1=O.N(C(C)(C)C#N)=NC(C)(C)C#N, predict the reaction product. The product is: [Br:14][CH:9]([C:5]1[C:4]([F:13])=[CH:3][C:2]([Br:1])=[CH:7][C:6]=1[F:8])[C:10]([NH2:12])=[O:11].